Task: Predict the product of the given reaction.. Dataset: Forward reaction prediction with 1.9M reactions from USPTO patents (1976-2016) Given the reactants [Br:1][C:2]1[CH:7]=[C:6]([CH3:8])[CH:5]=[C:4]([N+:9]([O-:11])=[O:10])[C:3]=1[OH:12].[C:13](=O)([O-])[O-].[K+].[K+].IC, predict the reaction product. The product is: [Br:1][C:2]1[CH:7]=[C:6]([CH3:8])[CH:5]=[C:4]([N+:9]([O-:11])=[O:10])[C:3]=1[O:12][CH3:13].